From a dataset of Retrosynthesis with 50K atom-mapped reactions and 10 reaction types from USPTO. Predict the reactants needed to synthesize the given product. (1) Given the product O=C(Nc1ccc(N2CCN(C(=O)[C@H]3CC[C@H](C(=O)O)CC3)CC2)cc1F)c1nc(-c2ccccc2)oc1C(F)(F)F, predict the reactants needed to synthesize it. The reactants are: COC(=O)[C@H]1CC[C@H](C(=O)N2CCN(c3ccc(NC(=O)c4nc(-c5ccccc5)oc4C(F)(F)F)c(F)c3)CC2)CC1. (2) Given the product O=C(c1ccc(-c2cc(Cl)c(C[C@@H]3CCN([C@H]4CC[C@H](O)CC4)C3=O)c(Cl)c2)cc1)N1CCC(C(F)(F)F)CC1, predict the reactants needed to synthesize it. The reactants are: CC(C)[Si](O[C@H]1CC[C@H](N2CC[C@@H](Cc3c(Cl)cc(-c4ccc(C(=O)N5CCC(C(F)(F)F)CC5)cc4)cc3Cl)C2=O)CC1)(C(C)C)C(C)C. (3) Given the product CC(C)(C)OC(=O)N1CCC[C@@H](CO)C1, predict the reactants needed to synthesize it. The reactants are: CC(C)(C)OC(=O)N1CCC[C@@H](C(=O)O)C1. (4) Given the product COc1ccc(-c2ncnc(Cl)c2C)cc1, predict the reactants needed to synthesize it. The reactants are: COc1ccc(B(O)O)cc1.Cc1c(Cl)ncnc1Cl. (5) Given the product COc1cc2nccc(Oc3ccc(C)c(C)c3)c2cc1OC, predict the reactants needed to synthesize it. The reactants are: COc1cc2nccc(Cl)c2cc1OC.Cc1ccc(O)cc1C. (6) Given the product CC(C)(C)OC(=O)N1CC[C@H]([C@H](O)C2CC2)C1, predict the reactants needed to synthesize it. The reactants are: CC(C)(C)OC(=O)N1CC[C@H](C=O)C1.[Mg+]C1CC1. (7) Given the product Cc1c(Nc2c(C#N)cncc2-c2cc3ccccc3o2)ccc2[nH]ccc12, predict the reactants needed to synthesize it. The reactants are: Cc1c(Nc2c(I)cncc2C#N)ccc2[nH]ccc12.OB(O)c1cc2ccccc2o1. (8) Given the product COc1ccc([C@H](CC(=O)O)n2ccn(CCCc3ccc4c(n3)NCCC4)c2=O)cn1, predict the reactants needed to synthesize it. The reactants are: COc1ccc([C@H](CC(=O)OC(C)(C)C)n2ccn(CCCc3ccc4c(n3)NCCC4)c2=O)cn1.